Predict the reactants needed to synthesize the given product. From a dataset of Full USPTO retrosynthesis dataset with 1.9M reactions from patents (1976-2016). (1) Given the product [CH:37]1([C:35]2[NH:34][N:33]=[C:32]([NH:31][C:29]3[CH:28]=[CH:27][N:26]=[C:25]([NH:10][CH:8]([C:7]4[N:6]=[C:5]5[CH:11]=[CH:12][N:13]([S:14]([C:17]6[CH:23]=[CH:22][C:20]([CH3:21])=[CH:19][CH:18]=6)(=[O:16])=[O:15])[C:4]5=[CH:3][C:2]=4[F:1])[CH3:9])[N:30]=3)[CH:36]=2)[CH2:39][CH2:38]1, predict the reactants needed to synthesize it. The reactants are: [F:1][C:2]1[CH:3]=[C:4]2[N:13]([S:14]([C:17]3[CH:23]=[CH:22][C:20]([CH3:21])=[CH:19][CH:18]=3)(=[O:16])=[O:15])[CH:12]=[CH:11][C:5]2=[N:6][C:7]=1[CH:8]([NH2:10])[CH3:9].Cl[C:25]1[N:30]=[C:29]([NH:31][C:32]2[CH:36]=[C:35]([CH:37]3[CH2:39][CH2:38]3)[NH:34][N:33]=2)[CH:28]=[CH:27][N:26]=1.CCN(C(C)C)C(C)C. (2) Given the product [F:1][C:2]1[C:3]([CH2:8][O:9][C:10]2[CH:18]=[CH:17][C:13]([C:14]#[N:32])=[C:12]([N:19]3[CH2:28][C:27]4[C:22](=[CH:23][CH:24]=[CH:25][CH:26]=4)[NH:21][C:20]3=[O:29])[CH:11]=2)=[N:4][CH:5]=[CH:6][CH:7]=1, predict the reactants needed to synthesize it. The reactants are: [F:1][C:2]1[C:3]([CH2:8][O:9][C:10]2[CH:18]=[CH:17][C:13]([C:14](O)=O)=[C:12]([N:19]3[CH2:28][C:27]4[C:22](=[CH:23][CH:24]=[CH:25][CH:26]=4)[NH:21][C:20]3=[O:29])[CH:11]=2)=[N:4][CH:5]=[CH:6][CH:7]=1.CC[N:32]=C=NCCCN(C)C.C(N(CC)CC)C.CN(C=O)C.